This data is from Full USPTO retrosynthesis dataset with 1.9M reactions from patents (1976-2016). The task is: Predict the reactants needed to synthesize the given product. (1) Given the product [CH:6]([O:5][C@H:4]([CH2:8][CH2:9][C:10]1[CH:15]=[CH:14][C:13]([C:16]2[CH:17]=[N:18][C:19]([O:22][CH3:23])=[CH:20][CH:21]=2)=[CH:12][CH:11]=1)[C@H:3]([CH2:24][CH2:25][N:26]1[C:31](=[O:32])[C:30]2[CH:33]=[CH:34][CH:35]=[CH:36][C:29]=2[N:28]=[N:27]1)[C:2]([OH:37])=[O:1])=[O:7], predict the reactants needed to synthesize it. The reactants are: [OH:1][C@@H:2]1[C@H:6]([OH:7])[O:5][C@H:4]([CH2:8][CH2:9][C:10]2[CH:15]=[CH:14][C:13]([C:16]3[CH:17]=[N:18][C:19]([O:22][CH3:23])=[CH:20][CH:21]=3)=[CH:12][CH:11]=2)[C@@H:3]1[CH2:24][CH2:25][N:26]1[C:31](=[O:32])[C:30]2[CH:33]=[CH:34][CH:35]=[CH:36][C:29]=2[N:28]=[N:27]1.[O:37]1CCCC1.I([O-])(=O)(=O)=O.[Na+].[K]. (2) The reactants are: [Cl:1][C:2]1[CH:3]=[C:4]([C:9]2[C:19]([O:20][CH:21]([F:23])[F:22])=[CH:18][C:12]([C:13]([O:15]CC)=[O:14])=[C:11]([F:24])[CH:10]=2)[CH:5]=[N:6][C:7]=1[F:8].O.O[Li].O. Given the product [Cl:1][C:2]1[CH:3]=[C:4]([C:9]2[C:19]([O:20][CH:21]([F:22])[F:23])=[CH:18][C:12]([C:13]([OH:15])=[O:14])=[C:11]([F:24])[CH:10]=2)[CH:5]=[N:6][C:7]=1[F:8], predict the reactants needed to synthesize it.